From a dataset of Forward reaction prediction with 1.9M reactions from USPTO patents (1976-2016). Predict the product of the given reaction. (1) Given the reactants [Br:1]N1C(=O)CCC1=O.[Cl:9][C:10]1[CH:11]=[C:12]([C:16]2[C:21]3[N:22]([CH:25]([C@H:27]4[CH2:32][CH2:31][C@H:30]([CH3:33])[CH2:29][CH2:28]4)[CH3:26])[CH:23]=[N:24][C:20]=3[CH:19]=[C:18]([C:34]#[N:35])[N:17]=2)[CH:13]=[N:14][CH:15]=1, predict the reaction product. The product is: [Br:1][C:23]1[N:22]([CH:25]([C@H:27]2[CH2:32][CH2:31][C@H:30]([CH3:33])[CH2:29][CH2:28]2)[CH3:26])[C:21]2[C:16]([C:12]3[CH:13]=[N:14][CH:15]=[C:10]([Cl:9])[CH:11]=3)=[N:17][C:18]([C:34]#[N:35])=[CH:19][C:20]=2[N:24]=1. (2) Given the reactants O.O.[Sn](Cl)Cl.Cl.[F:7][C:8]1[CH:24]=[CH:23][C:11]([C:12]([C:14]2[CH:19]=[CH:18][C:17]([N+:20]([O-])=O)=[CH:16][CH:15]=2)=[O:13])=[CH:10][CH:9]=1, predict the reaction product. The product is: [NH2:20][C:17]1[CH:18]=[CH:19][C:14]([C:12](=[O:13])[C:11]2[CH:23]=[CH:24][C:8]([F:7])=[CH:9][CH:10]=2)=[CH:15][CH:16]=1. (3) Given the reactants [Cl:1][C:2]1[CH:3]=[C:4]2[CH:10]=[N:9][NH:8][C:5]2=[CH:6][N:7]=1.[I:11]I.[OH-].[K+], predict the reaction product. The product is: [Cl:1][C:2]1[CH:3]=[CH:4][C:10]2[NH:9][N:8]=[C:5]([I:11])[C:6]=2[N:7]=1.